The task is: Predict the product of the given reaction.. This data is from Forward reaction prediction with 1.9M reactions from USPTO patents (1976-2016). (1) Given the reactants CC1(C)[O:6][C:5](=[CH:7][C:8]([N:10]([CH2:13][C:14]2[CH:19]=[CH:18][C:17]([F:20])=[CH:16][CH:15]=2)[O:11][CH3:12])=[O:9])[C:4](=[O:21])O1.[CH:23]1([CH2:27][S:28]([NH2:31])(=[O:30])=[O:29])[CH2:26][CH2:25][CH2:24]1, predict the reaction product. The product is: [F:20][C:17]1[CH:16]=[CH:15][C:14]([CH2:13][N:10]([O:11][CH3:12])[C:8](=[O:9])[CH:7]=[C:5]([OH:6])[C:4]([NH:31][S:28]([CH2:27][CH:23]2[CH2:26][CH2:25][CH2:24]2)(=[O:30])=[O:29])=[O:21])=[CH:19][CH:18]=1. (2) Given the reactants [NH2:1][C@H:2]([C:8]([OH:10])=O)[CH2:3][CH2:4][C:5](=O)[NH2:6].C1N(CCO)CC[N:13]([CH2:20][CH2:21]S(O)(=O)=O)C1.CC1(C)S[C@@H]2[C@H](N[C:36]([CH2:38][C:39]3C=C[CH:42]=[CH:43][CH:44]=3)=O)C(=O)N2[C@H]1C([O-])=O.[K+].C[C@@H]1O[C@@H](O[C@H]2[C@H](O)[C@@H](O)[C@H](NC(N)=N)[C@@H](O)[C@@H]2NC(N)=N)[C@H](O[C@@H]2O[C@@H](CO)[C@H](O)[C@@H](O)[C@@H]2NC)[C@@]1(O)C=O.C[C@@H](O)[C@H]1O[C@H](O[C@H]2[C@H](O)[C@@H](O[C@H]3OC[C@@](O)(C)[C@H](NC)[C@H]3O)[C@H](N)C[C@@H]2N)[C@H](N)[C@@H](O)[C@@H]1O.C1C=C2C(C3C=CC(O)=CC=3)(C3C=CC(O)=CC=3)OS(=O)(=O)C2=CC=1, predict the reaction product. The product is: [CH:38]1[CH:36]=[C:21]([C:20]#[N:13])[C:43]([C:42]2[O:10][C:8]3[N:6]=[CH:5][CH:4]=[CH:3][C:2]=3[N:1]=2)=[CH:44][CH:39]=1. (3) The product is: [C:1]([O:5][C:6]([N:8]([CH3:35])[CH2:9][C:10]([NH:12][CH2:13][CH2:14][CH2:15][P+:16]([C:17]1[CH:22]=[CH:21][CH:20]=[CH:19][CH:18]=1)([C:29]1[CH:34]=[CH:33][CH:32]=[CH:31][CH:30]=1)[C:23]1[CH:24]=[CH:25][CH:26]=[CH:27][CH:28]=1)=[O:11])=[O:7])([CH3:3])([CH3:4])[CH3:2].[Cl-:37]. Given the reactants [C:1]([O:5][C:6]([N:8]([CH3:35])[CH2:9][C:10]([NH:12][CH2:13][CH2:14][CH2:15][P+:16]([C:29]1[CH:34]=[CH:33][CH:32]=[CH:31][CH:30]=1)([C:23]1[CH:28]=[CH:27][CH:26]=[CH:25][CH:24]=1)[C:17]1[CH:22]=[CH:21][CH:20]=[CH:19][CH:18]=1)=[O:11])=[O:7])([CH3:4])([CH3:3])[CH3:2].[Br-].[Cl-:37].[Li+], predict the reaction product. (4) Given the reactants [N+:1]([C:4]1[CH:45]=[CH:44][C:7]([O:8][CH2:9][C:10]([CH2:33][O:34][C:35]2[CH:40]=[CH:39][C:38]([N+:41]([O-])=O)=[CH:37][CH:36]=2)([CH2:22][O:23][C:24]2[CH:29]=[CH:28][C:27]([N+:30]([O-])=O)=[CH:26][CH:25]=2)[CH2:11][O:12][C:13]2[CH:18]=[CH:17][C:16]([N+:19]([O-])=O)=[CH:15][CH:14]=2)=[CH:6][CH:5]=1)([O-])=O.[H][H], predict the reaction product. The product is: [NH2:19][C:16]1[CH:15]=[CH:14][C:13]([O:12][CH2:11][C:10]([CH2:9][O:8][C:7]2[CH:6]=[CH:5][C:4]([NH2:1])=[CH:45][CH:44]=2)([CH2:22][O:23][C:24]2[CH:29]=[CH:28][C:27]([NH2:30])=[CH:26][CH:25]=2)[CH2:33][O:34][C:35]2[CH:36]=[CH:37][C:38]([NH2:41])=[CH:39][CH:40]=2)=[CH:18][CH:17]=1. (5) Given the reactants [CH3:1][O:2][C:3](=[O:25])[C:4]1[CH:9]=[C:8](I)[CH:7]=[N:6][C:5]=1[O:11][C:12]1[CH:17]=[CH:16][C:15]([O:18][C:19]2[CH:24]=[CH:23][CH:22]=[CH:21][CH:20]=2)=[CH:14][CH:13]=1.[C:26]([O:30][C:31]([N:33]1[CH2:38][CH2:37][CH:36]([NH2:39])[CH2:35][CH2:34]1)=[O:32])([CH3:29])([CH3:28])[CH3:27], predict the reaction product. The product is: [CH3:1][O:2][C:3](=[O:25])[C:4]1[CH:9]=[C:8]([NH:39][CH:36]2[CH2:35][CH2:34][N:33]([C:31]([O:30][C:26]([CH3:29])([CH3:28])[CH3:27])=[O:32])[CH2:38][CH2:37]2)[CH:7]=[N:6][C:5]=1[O:11][C:12]1[CH:17]=[CH:16][C:15]([O:18][C:19]2[CH:24]=[CH:23][CH:22]=[CH:21][CH:20]=2)=[CH:14][CH:13]=1. (6) Given the reactants C(OC(N[N:9]([CH2:31][CH2:32]C1C2C=CC=CC=2OC=1)[C:10]([C:12]1[C:21](=[O:22])[C:20]2[C:15](=[CH:16][C:17]([Cl:23])=[CH:18][CH:19]=2)[NH:14][C:13]=1[C:24]([N:26]1CCCC1)=[O:25])=[O:11])=O)(C)(C)C.CS(O)(=O)=O.[OH2:47], predict the reaction product. The product is: [Cl:23][C:17]1[CH:18]=[CH:19][C:20]2[C:21](=[O:22])[C:12]3[C:10](=[O:11])[N:9]([CH:31]([C:12]4[O:47][C:19]5[CH:18]=[CH:17][CH:16]=[CH:15][C:20]=5[CH:21]=4)[CH3:32])[N:26]=[C:24]([OH:25])[C:13]=3[NH:14][C:15]=2[CH:16]=1. (7) The product is: [Cl:1][C:2]1[CH:7]=[C:6]([Cl:8])[CH:5]=[CH:4][C:3]=1[CH:9]([O:12][CH3:13])[C:10]1([NH2:11])[CH2:15][CH2:14]1. Given the reactants [Cl:1][C:2]1[CH:7]=[C:6]([Cl:8])[CH:5]=[CH:4][C:3]=1[CH:9]([O:12][CH3:13])[C:10]#[N:11].[CH2:14]([Mg]Br)[CH3:15].B(F)(F)F.CCOCC.[OH-].[Na+], predict the reaction product.